Dataset: Full USPTO retrosynthesis dataset with 1.9M reactions from patents (1976-2016). Task: Predict the reactants needed to synthesize the given product. Given the product [CH3:5][N:6]([CH:1]=[O:2])[CH3:7].[CH3:14][N:13]([CH3:15])[CH:1]=[O:2], predict the reactants needed to synthesize it. The reactants are: [CH3:1][OH:2].CO.[CH3:5][N:6](P([N:13]([CH3:15])[CH3:14])(N(C)C)=O)[CH3:7].